This data is from Merck oncology drug combination screen with 23,052 pairs across 39 cell lines. The task is: Regression. Given two drug SMILES strings and cell line genomic features, predict the synergy score measuring deviation from expected non-interaction effect. (1) Drug 1: Cn1c(=O)n(-c2ccc(C(C)(C)C#N)cc2)c2c3cc(-c4cnc5ccccc5c4)ccc3ncc21. Drug 2: NC1CCCCC1N.O=C(O)C(=O)O.[Pt+2]. Cell line: RPMI7951. Synergy scores: synergy=7.92. (2) Drug 1: O=S1(=O)NC2(CN1CC(F)(F)F)C1CCC2Cc2cc(C=CCN3CCC(C(F)(F)F)CC3)ccc2C1. Drug 2: CCN(CC)CCNC(=O)c1c(C)[nH]c(C=C2C(=O)Nc3ccc(F)cc32)c1C. Cell line: VCAP. Synergy scores: synergy=10.7. (3) Drug 1: CCN(CC)CCNC(=O)c1c(C)[nH]c(C=C2C(=O)Nc3ccc(F)cc32)c1C. Drug 2: COC1=C2CC(C)CC(OC)C(O)C(C)C=C(C)C(OC(N)=O)C(OC)C=CC=C(C)C(=O)NC(=CC1=O)C2=O. Cell line: RKO. Synergy scores: synergy=2.05.